Dataset: Full USPTO retrosynthesis dataset with 1.9M reactions from patents (1976-2016). Task: Predict the reactants needed to synthesize the given product. Given the product [NH2:21][CH2:20][CH2:19][O:18][N:17]=[C:7]([C:1]1[CH:6]=[CH:5][CH:4]=[CH:3][CH:2]=1)[C:8]1[C:16]2[C:11](=[CH:12][N:13]=[CH:14][CH:15]=2)[NH:10][CH:9]=1, predict the reactants needed to synthesize it. The reactants are: [C:1]1([C:7](=[N:17][O:18][CH2:19][CH2:20][NH:21]C(=O)OC(C)(C)C)[C:8]2[C:16]3[C:11](=[CH:12][N:13]=[CH:14][CH:15]=3)[NH:10][CH:9]=2)[CH:6]=[CH:5][CH:4]=[CH:3][CH:2]=1.FC(F)(F)C(O)=O.